From a dataset of Reaction yield outcomes from USPTO patents with 853,638 reactions. Predict the reaction yield, written as a fraction of the theoretical maximum amount of product (1.0 means a 100% yield; for example, 0.34 means a 34% yield). (1) The reactants are [CH3:1][Si:2]([CH3:38])([CH3:37])[CH2:3][CH2:4][O:5][CH2:6][N:7]([CH2:29][O:30][CH2:31][CH2:32][Si:33]([CH3:36])([CH3:35])[CH3:34])[C:8]1[N:13]2[N:14]=[CH:15][CH:16]=[C:12]2[N:11]=[C:10]([CH:17]2[CH2:22][CH2:21][C:20](=[CH:23][C:24]([O:26][CH2:27][CH3:28])=[O:25])[CH2:19][CH2:18]2)[CH:9]=1. The catalyst is C(OCC)(=O)C. The product is [CH3:36][Si:33]([CH3:34])([CH3:35])[CH2:32][CH2:31][O:30][CH2:29][N:7]([CH2:6][O:5][CH2:4][CH2:3][Si:2]([CH3:38])([CH3:37])[CH3:1])[C:8]1[N:13]2[N:14]=[CH:15][CH:16]=[C:12]2[N:11]=[C:10]([CH:17]2[CH2:22][CH2:21][CH:20]([CH2:23][C:24]([O:26][CH2:27][CH3:28])=[O:25])[CH2:19][CH2:18]2)[CH:9]=1. The yield is 0.950. (2) The reactants are [CH2:1]([O:3][C:4](=[O:32])/[C:5](/[O:29][CH2:30][CH3:31])=[CH:6]/[C:7]1[CH:12]=[CH:11][C:10]([O:13][CH2:14][CH2:15][C:16]2[N:17]=[C:18]([C:22]3[CH:27]=[CH:26][CH:25]=[CH:24][CH:23]=3)[O:19][C:20]=2[CH3:21])=[CH:9][C:8]=1[CH3:28])[CH3:2]. The catalyst is CO.C1COCC1.CC(O)=O.[Pd]. The product is [CH2:1]([O:3][C:4](=[O:32])[CH:5]([O:29][CH2:30][CH3:31])[CH2:6][C:7]1[CH:12]=[CH:11][C:10]([O:13][CH2:14][CH2:15][C:16]2[N:17]=[C:18]([C:22]3[CH:27]=[CH:26][CH:25]=[CH:24][CH:23]=3)[O:19][C:20]=2[CH3:21])=[CH:9][C:8]=1[CH3:28])[CH3:2]. The yield is 0.950. (3) The reactants are [NH2:1][C:2]1[CH:6]=[CH:5][S:4][C:3]=1[C:7]([NH2:9])=[O:8].C(N(CC)CC)C.[C:17](OC(=O)C)(=[O:19])[CH3:18]. The catalyst is C1(C)C=CC=CC=1. The product is [C:17]([NH:1][C:2]1[CH:6]=[CH:5][S:4][C:3]=1[C:7]([NH2:9])=[O:8])(=[O:19])[CH3:18]. The yield is 1.00. (4) The reactants are C[O:2][C:3](=[O:29])[CH2:4][CH2:5][C@H:6]([C@@H:8]1[C@:25]2([CH3:26])[C@H:11]([C@H:12]3[C@H:22]([CH2:23][CH2:24]2)[C@:20]2([CH3:21])[C@@H:15]([CH2:16][C@H:17]([OH:27])[CH2:18][CH2:19]2)[CH2:14][C:13]3=[O:28])[CH2:10][CH2:9]1)[CH3:7].[Li+].[OH-].Cl. The catalyst is C1COCC1. The product is [OH:27][C@@H:17]1[CH2:18][CH2:19][C@@:20]2([CH3:21])[C@H:15]([CH2:14][C:13](=[O:28])[C@@H:12]3[C@@H:22]2[CH2:23][CH2:24][C@@:25]2([CH3:26])[C@H:11]3[CH2:10][CH2:9][C@@H:8]2[C@H:6]([CH3:7])[CH2:5][CH2:4][C:3]([OH:29])=[O:2])[CH2:16]1. The yield is 0.740. (5) The reactants are I[C:2]1[CH:3]=[C:4]2[C:9](=[CH:10][CH:11]=1)[O:8][CH2:7][CH2:6][C@@H:5]2[NH:12][C:13](=[O:19])[O:14][C:15]([CH3:18])([CH3:17])[CH3:16].[B:20]1([B:20]2[O:24][C:23]([CH3:26])([CH3:25])[C:22]([CH3:28])([CH3:27])[O:21]2)[O:24][C:23]([CH3:26])([CH3:25])[C:22]([CH3:28])([CH3:27])[O:21]1.C([O-])(=O)C.[K+].ClCCl. The catalyst is CS(C)=O.C(OCC)C. The yield is 0.980. The product is [CH3:27][C:22]1([CH3:28])[C:23]([CH3:26])([CH3:25])[O:24][B:20]([C:2]2[CH:3]=[C:4]3[C:9](=[CH:10][CH:11]=2)[O:8][CH2:7][CH2:6][C@@H:5]3[NH:12][C:13](=[O:19])[O:14][C:15]([CH3:18])([CH3:17])[CH3:16])[O:21]1. (6) The reactants are Cl[C:2]1[N:7]=[N:6][C:5]2[C:8]3[CH:16]=[CH:15][CH:14]=[CH:13][C:9]=3[CH2:10][CH2:11][CH2:12][C:4]=2[CH:3]=1.[NH2:17][NH2:18].O. The catalyst is C(O)C. The product is [NH:17]([C:2]1[N:7]=[N:6][C:5]2[C:8]3[CH:16]=[CH:15][CH:14]=[CH:13][C:9]=3[CH2:10][CH2:11][CH2:12][C:4]=2[CH:3]=1)[NH2:18]. The yield is 0.980.